From a dataset of Reaction yield outcomes from USPTO patents with 853,638 reactions. Predict the reaction yield, written as a fraction of the theoretical maximum amount of product (1.0 means a 100% yield; for example, 0.34 means a 34% yield). (1) The reactants are CCOCC.Cl.[Br:7][C:8]1[CH:39]=[CH:38][C:11]2=[N:12][C:13]3[CH2:14][CH2:15][N:16](C(OC(C)(C)C)=O)[CH2:17][C:18]=3[C:19]([NH:20][CH2:21][C:22]3[CH:27]=[CH:26][C:25]([O:28][CH3:29])=[C:24]([Cl:30])[CH:23]=3)=[C:10]2[CH:9]=1.C([O-])(O)=O.[Na+].C(Cl)Cl.CO. The catalyst is C(Cl)Cl.O1CCOCC1.Cl. The product is [Br:7][C:8]1[CH:39]=[CH:38][C:11]2=[N:12][C:13]3[CH2:14][CH2:15][NH:16][CH2:17][C:18]=3[C:19]([NH:20][CH2:21][C:22]3[CH:27]=[CH:26][C:25]([O:28][CH3:29])=[C:24]([Cl:30])[CH:23]=3)=[C:10]2[CH:9]=1. The yield is 0.150. (2) The reactants are [OH-].[K+].C[O:4][C:5](=[O:18])[C:6]([CH3:17])([CH3:16])[CH2:7][O:8][CH2:9][C:10]1[CH:15]=[CH:14][CH:13]=[CH:12][CH:11]=1. The catalyst is C(O)C. The product is [CH2:9]([O:8][CH2:7][C:6]([CH3:17])([CH3:16])[C:5]([OH:18])=[O:4])[C:10]1[CH:15]=[CH:14][CH:13]=[CH:12][CH:11]=1. The yield is 0.320. (3) The reactants are [NH:1]1[CH2:5][CH2:4][CH2:3][CH2:2]1.[Cl:6][CH2:7][C:8](Cl)=[O:9].[OH-].[Na+]. The catalyst is C(Cl)Cl. The product is [Cl:6][CH2:7][C:8]([N:1]1[CH2:5][CH2:4][CH2:3][CH2:2]1)=[O:9]. The yield is 0.486. (4) The reactants are OC[N:3]1[C:7]2[N:8]=[C:9]([NH:24][C:25]3[CH:30]=[CH:29][C:28]([N:31]4[CH2:36][CH2:35][N:34]([CH3:37])[CH2:33][CH2:32]4)=[CH:27][CH:26]=3)[N:10]=[C:11]([O:12][C:13]3[CH:14]=[C:15](NC(=O)C=C)[CH:16]=[CH:17][CH:18]=3)[C:6]=2[CH:5]=[CH:4]1.[NH3:38]. The catalyst is CO. The product is [CH3:37][N:34]1[CH2:33][CH2:32][N:31]([C:28]2[CH:29]=[CH:30][C:25]([NH:24][C:9]3[N:10]=[C:11]([O:12][C:13]4[CH:14]=[C:15]([C:6](=[CH2:5])[C:11]([NH2:38])=[O:12])[CH:16]=[CH:17][CH:18]=4)[C:6]4[CH:5]=[CH:4][NH:3][C:7]=4[N:8]=3)=[CH:26][CH:27]=2)[CH2:36][CH2:35]1. The yield is 0.638.